Dataset: Forward reaction prediction with 1.9M reactions from USPTO patents (1976-2016). Task: Predict the product of the given reaction. The product is: [C:1]([C:3]1([NH:6][C:7]([C@@H:9]2[CH2:13][C@@H:12]([S:14]([C:17]3[CH:22]=[CH:21][C:20]([N:39]4[CH2:40][CH2:41][N:36]([C:33](=[O:35])[CH3:34])[CH2:37][CH2:38]4)=[CH:19][C:18]=3[Cl:24])(=[O:16])=[O:15])[CH2:11][C@H:10]2[C:25]([N:27]2[CH2:30][C:29]([F:31])([F:32])[CH2:28]2)=[O:26])=[O:8])[CH2:5][CH2:4]1)#[N:2]. Given the reactants [C:1]([C:3]1([NH:6][C:7]([C@@H:9]2[CH2:13][C@@H:12]([S:14]([C:17]3[CH:22]=[CH:21][C:20](F)=[CH:19][C:18]=3[Cl:24])(=[O:16])=[O:15])[CH2:11][C@H:10]2[C:25]([N:27]2[CH2:30][C:29]([F:32])([F:31])[CH2:28]2)=[O:26])=[O:8])[CH2:5][CH2:4]1)#[N:2].[C:33]([N:36]1[CH2:41][CH2:40][NH:39][CH2:38][CH2:37]1)(=[O:35])[CH3:34], predict the reaction product.